From a dataset of Full USPTO retrosynthesis dataset with 1.9M reactions from patents (1976-2016). Predict the reactants needed to synthesize the given product. Given the product [C:22]1([S:19][C:18]2[N:14]([CH2:13][C@@H:9]3[CH2:10][CH2:11][CH2:12][NH:8]3)[N:15]=[N:16][N:17]=2)[CH:23]=[CH:24][CH:25]=[CH:26][CH:27]=1, predict the reactants needed to synthesize it. The reactants are: C([N:8]1[CH2:12][CH2:11][CH2:10][C@H:9]1[CH2:13][N:14]1[C:18]([S:19]([C:22]2[CH:27]=[CH:26][C:25](C)=[CH:24][CH:23]=2)(=O)=O)=[N:17][N:16]=[N:15]1)(OC(C)(C)C)=O.C1C=CC(S)=CC=1.C([O-])([O-])=O.[K+].[K+].